Dataset: NCI-60 drug combinations with 297,098 pairs across 59 cell lines. Task: Regression. Given two drug SMILES strings and cell line genomic features, predict the synergy score measuring deviation from expected non-interaction effect. (1) Drug 1: CN1CCC(CC1)COC2=C(C=C3C(=C2)N=CN=C3NC4=C(C=C(C=C4)Br)F)OC. Drug 2: CC1=C2C(C(=O)C3(C(CC4C(C3C(C(C2(C)C)(CC1OC(=O)C(C(C5=CC=CC=C5)NC(=O)OC(C)(C)C)O)O)OC(=O)C6=CC=CC=C6)(CO4)OC(=O)C)O)C)O. Cell line: SN12C. Synergy scores: CSS=60.2, Synergy_ZIP=6.25, Synergy_Bliss=11.3, Synergy_Loewe=1.73, Synergy_HSA=14.9. (2) Drug 1: CC(CN1CC(=O)NC(=O)C1)N2CC(=O)NC(=O)C2. Drug 2: C1=C(C(=O)NC(=O)N1)N(CCCl)CCCl. Cell line: HCT-15. Synergy scores: CSS=45.6, Synergy_ZIP=-7.02, Synergy_Bliss=-1.12, Synergy_Loewe=-1.11, Synergy_HSA=1.96. (3) Drug 1: C1CC(=O)NC(=O)C1N2C(=O)C3=CC=CC=C3C2=O. Drug 2: C1C(C(OC1N2C=NC3=C2NC=NCC3O)CO)O. Cell line: HL-60(TB). Synergy scores: CSS=2.56, Synergy_ZIP=-4.35, Synergy_Bliss=-4.67, Synergy_Loewe=-2.77, Synergy_HSA=-2.64. (4) Drug 1: CCCS(=O)(=O)NC1=C(C(=C(C=C1)F)C(=O)C2=CNC3=C2C=C(C=N3)C4=CC=C(C=C4)Cl)F. Drug 2: CC(C)NC(=O)C1=CC=C(C=C1)CNNC.Cl. Cell line: A549. Synergy scores: CSS=-1.37, Synergy_ZIP=1.41, Synergy_Bliss=-0.657, Synergy_Loewe=-13.3, Synergy_HSA=-5.58. (5) Drug 1: CNC(=O)C1=CC=CC=C1SC2=CC3=C(C=C2)C(=NN3)C=CC4=CC=CC=N4. Drug 2: C1=CC(=CC=C1CC(C(=O)O)N)N(CCCl)CCCl.Cl. Cell line: SF-268. Synergy scores: CSS=13.6, Synergy_ZIP=-4.13, Synergy_Bliss=1.37, Synergy_Loewe=-6.14, Synergy_HSA=-2.71. (6) Drug 1: CN(C(=O)NC(C=O)C(C(C(CO)O)O)O)N=O. Drug 2: CCC1(C2=C(COC1=O)C(=O)N3CC4=CC5=C(C=CC(=C5CN(C)C)O)N=C4C3=C2)O.Cl. Cell line: SNB-75. Synergy scores: CSS=7.28, Synergy_ZIP=-5.06, Synergy_Bliss=-1.14, Synergy_Loewe=-19.3, Synergy_HSA=-1.87. (7) Drug 1: COC1=C(C=C2C(=C1)N=CN=C2NC3=CC(=C(C=C3)F)Cl)OCCCN4CCOCC4. Drug 2: C1=CN(C=N1)CC(O)(P(=O)(O)O)P(=O)(O)O. Cell line: A498. Synergy scores: CSS=19.7, Synergy_ZIP=-9.81, Synergy_Bliss=-6.38, Synergy_Loewe=-11.5, Synergy_HSA=-6.45.